Dataset: M1 muscarinic receptor agonist screen with 61,833 compounds. Task: Binary Classification. Given a drug SMILES string, predict its activity (active/inactive) in a high-throughput screening assay against a specified biological target. (1) The molecule is S(c1n(c(nn1)c1ccc(OCC)cc1)c1c(F)cccc1)Cc1oc(nn1)c1ccccc1. The result is 0 (inactive). (2) The result is 0 (inactive). The compound is o1c(C2C(C(=CC(=O)C2)C)C(OCC)=O)ccc1.